This data is from Full USPTO retrosynthesis dataset with 1.9M reactions from patents (1976-2016). The task is: Predict the reactants needed to synthesize the given product. (1) Given the product [OH:2][C:3]1[CH:4]=[CH:5][C:6]([C:14]([F:17])([F:16])[F:15])=[C:7]2[C:12]=1[N:11]=[CH:10][NH:9][C:8]2=[O:13], predict the reactants needed to synthesize it. The reactants are: C[O:2][C:3]1[CH:4]=[CH:5][C:6]([C:14]([F:17])([F:16])[F:15])=[C:7]2[C:12]=1[N:11]=[CH:10][NH:9][C:8]2=[O:13].BrC1C(C(F)(F)F)=C2C(=C(OC)C=1)N=CNC2=O.B(Br)(Br)Br. (2) Given the product [N+:29]([C:25]1[CH:24]=[C:23]([C:20]2[N:19]=[N:18][C:17]([NH:15][NH:16][C:58](=[O:59])[CH2:57][O:56][C:49]3[C:50]4[C:55](=[CH:54][CH:53]=[CH:52][CH:51]=4)[N:46]=[CH:47][CH:48]=3)=[N:22][CH:21]=2)[CH:28]=[CH:27][CH:26]=1)([O-:31])=[O:30], predict the reactants needed to synthesize it. The reactants are: N(C1N=NC(C2C=CC=CC=2)=CN=1)N.[NH:15]([C:17]1[N:18]=[N:19][C:20]([C:23]2[CH:28]=[CH:27][CH:26]=[C:25]([N+:29]([O-:31])=[O:30])[CH:24]=2)=[CH:21][N:22]=1)[NH2:16].N1C2C(=CC(CC(O)=O)=CC=2)C=CC=1.[N:46]1[C:55]2[C:50](=[CH:51][CH:52]=[CH:53][CH:54]=2)[C:49]([O:56][CH2:57][C:58](O)=[O:59])=[CH:48][CH:47]=1. (3) Given the product [Cl:7][C:8]1[N:13]=[C:12]([S:14][CH3:15])[N:11]2[CH:5]=[C:3]([CH2:2][Cl:1])[N:16]=[C:10]2[CH:9]=1, predict the reactants needed to synthesize it. The reactants are: [Cl:1][CH2:2][C:3]([CH2:5]Cl)=O.[Cl:7][C:8]1[N:13]=[C:12]([S:14][CH3:15])[N:11]=[C:10]([NH2:16])[CH:9]=1.O. (4) Given the product [NH:15]1[C:16]2[CH2:17][CH2:18][CH2:19][CH:11]([NH2:10])[C:12]=2[CH:13]=[N:14]1, predict the reactants needed to synthesize it. The reactants are: C(OC(=O)[NH:10][CH:11]1[CH2:19][CH2:18][CH2:17][C:16]2[NH:15][N:14]=[CH:13][C:12]1=2)C1C=CC=CC=1. (5) Given the product [CH:1]1([C:4]2[C:5]([CH2:17][O:18][C:19]3[CH:24]=[CH:23][C:22]([C:25]4[C:29]([CH3:30])=[C:28]([C:31]#[N:33])[N:27]([CH3:34])[N:26]=4)=[CH:21][C:20]=3[CH3:35])=[C:6]([N:10]3[C:14](=[O:15])[N:13]([CH3:16])[N:12]=[N:11]3)[CH:7]=[CH:8][CH:9]=2)[CH2:3][CH2:2]1, predict the reactants needed to synthesize it. The reactants are: [CH:1]1([C:4]2[C:5]([CH2:17][O:18][C:19]3[CH:24]=[CH:23][C:22]([C:25]4[C:29]([CH3:30])=[C:28]([C:31]([NH2:33])=O)[N:27]([CH3:34])[N:26]=4)=[CH:21][C:20]=3[CH3:35])=[C:6]([N:10]3[C:14](=[O:15])[N:13]([CH3:16])[N:12]=[N:11]3)[CH:7]=[CH:8][CH:9]=2)[CH2:3][CH2:2]1.N1C=CC=CC=1.P(Cl)(Cl)(Cl)=O.